This data is from Full USPTO retrosynthesis dataset with 1.9M reactions from patents (1976-2016). The task is: Predict the reactants needed to synthesize the given product. (1) Given the product [Cl:12][CH2:13][S:14]([NH:6][C:5]1[CH:7]=[CH:8][C:2]([F:1])=[C:3]([N+:9]([O-:11])=[O:10])[CH:4]=1)(=[O:16])=[O:15], predict the reactants needed to synthesize it. The reactants are: [F:1][C:2]1[CH:8]=[CH:7][C:5]([NH2:6])=[CH:4][C:3]=1[N+:9]([O-:11])=[O:10].[Cl:12][CH2:13][S:14](Cl)(=[O:16])=[O:15].CN(C1C=CC=CN=1)C. (2) Given the product [CH3:24][C:6]1[C:7]([C:14]2[CH:19]=[CH:18][CH:17]=[C:16]([C:20]([F:22])([F:21])[F:23])[CH:15]=2)=[N:8][C:9]2[C:4]([C:5]=1[C:25]([O:27][CH3:28])=[O:26])=[CH:3][C:2]([S:33]([CH:30]([CH3:32])[CH3:31])(=[O:35])=[O:34])=[C:11]([O:12][CH3:13])[CH:10]=2, predict the reactants needed to synthesize it. The reactants are: Br[C:2]1[CH:3]=[C:4]2[C:9](=[CH:10][C:11]=1[O:12][CH3:13])[N:8]=[C:7]([C:14]1[CH:19]=[CH:18][CH:17]=[C:16]([C:20]([F:23])([F:22])[F:21])[CH:15]=1)[C:6]([CH3:24])=[C:5]2[C:25]([O:27][CH3:28])=[O:26].[Na+].[CH:30]([S:33]([O-:35])=[O:34])([CH3:32])[CH3:31].CI.CO. (3) Given the product [CH2:1]([O:8][C:9]([N:11]1[CH2:16][CH2:15][CH:14]([N:17]2[C:25]3[C:20](=[CH:21][C:22]([C:26]([OH:28])=[O:27])=[CH:23][CH:24]=3)[CH2:19][C:18]2=[O:30])[CH2:13][CH2:12]1)=[O:10])[C:2]1[CH:7]=[CH:6][CH:5]=[CH:4][CH:3]=1, predict the reactants needed to synthesize it. The reactants are: [CH2:1]([O:8][C:9]([N:11]1[CH2:16][CH2:15][CH:14]([N:17]2[C:25]3[C:20](=[CH:21][C:22]([C:26]([O:28]C)=[O:27])=[CH:23][CH:24]=3)[CH2:19][C:18]2=[O:30])[CH2:13][CH2:12]1)=[O:10])[C:2]1[CH:7]=[CH:6][CH:5]=[CH:4][CH:3]=1.C(#N)C.[OH-].[Na+].C(O)(=O)C. (4) Given the product [NH2:29][CH2:19][C:18]1[CH:21]=[CH:22][C:15]([C:9]2[C:8]([C:23]3[CH:28]=[CH:27][CH:26]=[CH:25][CH:24]=3)=[CH:7][C:6]3[C:5]4=[N:4][N:3]=[C:2]([OH:1])[N:14]4[CH:13]=[CH:12][C:11]=3[N:10]=2)=[CH:16][CH:17]=1, predict the reactants needed to synthesize it. The reactants are: [OH:1][C:2]1[N:14]2[C:5]([C:6]3[CH:7]=[C:8]([C:23]4[CH:28]=[CH:27][CH:26]=[CH:25][CH:24]=4)[C:9]([C:15]4[CH:22]=[CH:21][C:18]([CH:19]=O)=[CH:17][CH:16]=4)=[N:10][C:11]=3[CH:12]=[CH:13]2)=[N:4][N:3]=1.[NH2:29]C(C)(CC(C)C)C(O)=O. (5) Given the product [C:38]([C:32]1[CH:33]=[C:34]2[C:29](=[CH:30][CH:31]=1)[C:28]([N:24]1[CH2:25][CH2:26][N:27]([CH2:2][CH2:3][CH:4]3[C:8]4[CH:9]=[CH:10][C:11]([C:13]([NH2:15])=[O:14])=[CH:12][C:7]=4[CH2:6][O:5]3)[C@H:22]([CH3:21])[CH2:23]1)=[CH:37][CH:36]=[CH:35]2)#[N:39], predict the reactants needed to synthesize it. The reactants are: O[CH2:2][CH2:3][CH:4]1[C:8]2[CH:9]=[CH:10][C:11]([C:13]([NH2:15])=[O:14])=[CH:12][C:7]=2[CH2:6][O:5]1.CS([O-])(=O)=O.[CH3:21][C@H:22]1[NH:27][CH2:26][CH2:25][N:24]([C:28]2[CH:37]=[CH:36][CH:35]=[C:34]3[C:29]=2[CH:30]=[CH:31][C:32]([C:38]#[N:39])=[CH:33]3)[CH2:23]1. (6) Given the product [N:57]1([C:28]([C:25]2[N:26]=[CH:27][C:22]([O:21][C:8]3[CH:9]=[C:10]([CH:11]=[C:6]([O:5][C@@H:3]([CH3:4])[C@@H:2]([OH:1])[CH3:31])[CH:7]=3)[C:12]([NH:14][C:15]3[CH:19]=[CH:18][N:17]([CH3:20])[N:16]=3)=[O:13])=[N:23][CH:24]=2)=[O:29])[CH2:56][CH2:59][CH2:58]1, predict the reactants needed to synthesize it. The reactants are: [OH:1][C@H:2]([CH3:31])[C@H:3]([O:5][C:6]1[CH:7]=[C:8]([O:21][C:22]2[N:23]=[CH:24][C:25]([C:28](O)=[O:29])=[N:26][CH:27]=2)[CH:9]=[C:10]([C:12]([NH:14][C:15]2[CH:19]=[CH:18][N:17]([CH3:20])[N:16]=2)=[O:13])[CH:11]=1)[CH3:4].O[C@@H](C)[C@@H](OC1C=C(OC2N=C[C:56]([C:59](O)=O)=[N:57][CH:58]=2)C=C(C(NC2C=CN(C)N=2)=O)C=1)C. (7) The reactants are: F[C:2]1[CH:7]=[CH:6][C:5]([C:8]2[O:12][N:11]=[C:10]([C:13]3[CH:18]=[CH:17][C:16]([N:19]4[CH2:24][CH2:23][CH:22]([F:25])[CH2:21][CH2:20]4)=[C:15]([C:26]([F:29])([F:28])[F:27])[CH:14]=3)[N:9]=2)=[CH:4][CH:3]=1.[NH2:30][C@H:31]1[CH2:35][CH2:34][C@@H:33]([C:36]([OH:38])=[O:37])[CH2:32]1.C(=O)([O-])[O-].[K+].[K+].CN(C=O)C. Given the product [F:25][CH:22]1[CH2:21][CH2:20][N:19]([C:16]2[CH:17]=[CH:18][C:13]([C:10]3[N:9]=[C:8]([C:5]4[CH:4]=[CH:3][C:2]([NH:30][C@H:31]5[CH2:35][CH2:34][C@@H:33]([C:36]([OH:38])=[O:37])[CH2:32]5)=[CH:7][CH:6]=4)[O:12][N:11]=3)=[CH:14][C:15]=2[C:26]([F:27])([F:29])[F:28])[CH2:24][CH2:23]1, predict the reactants needed to synthesize it. (8) Given the product [C:16]([O:15][C:13]([CH:11]([CH3:12])[CH2:10][C:7]1[O:6][C:5]([C:3]([OH:4])=[O:2])=[CH:9][CH:8]=1)=[O:14])([CH3:19])([CH3:17])[CH3:18], predict the reactants needed to synthesize it. The reactants are: C[O:2][C:3]([C:5]1[O:6][C:7]([CH2:10][CH:11]([C:13]([O:15][C:16]([CH3:19])([CH3:18])[CH3:17])=[O:14])[CH3:12])=[CH:8][CH:9]=1)=[O:4].[OH-].[Na+].Cl. (9) Given the product [Cl:16][C:9]1[C:8]([C:11]#[N:12])=[CH:7][N:6]=[C:5]2[S:13][C:2]([CH3:1])=[CH:3][C:4]=12, predict the reactants needed to synthesize it. The reactants are: [CH3:1][C:2]1[S:13][C:5]2[NH:6][CH:7]=[C:8]([C:11]#[N:12])[C:9](=O)[C:4]=2[CH:3]=1.P(Cl)(Cl)([Cl:16])=O. (10) Given the product [CH3:25][C:26]([CH3:31])([CH3:30])[C:27]([N:44]1[CH2:45][CH2:46][C:47]2[S:39][C:40]([C:48]([NH:9][OH:8])=[O:50])=[CH:41][C:42]=2[CH2:43]1)=[O:28], predict the reactants needed to synthesize it. The reactants are: CN(C([O:8][N:9]1N=NC2C=CC=NC1=2)=[N+](C)C)C.F[P-](F)(F)(F)(F)F.[CH3:25][C:26]([CH3:31])([CH3:30])[C:27](O)=[O:28].C(N(CC)CC)C.[S:39]1[C:47]2[CH2:46][CH2:45][NH:44][CH2:43][C:42]=2[CH:41]=[C:40]1[C:48]([O:50]CC)=O.Cl.NO.[OH-].[K+].